Dataset: TCR-epitope binding with 47,182 pairs between 192 epitopes and 23,139 TCRs. Task: Binary Classification. Given a T-cell receptor sequence (or CDR3 region) and an epitope sequence, predict whether binding occurs between them. (1) The epitope is KPLEFGATSAAL. The TCR CDR3 sequence is CASSLRRTGELFF. Result: 1 (the TCR binds to the epitope). (2) The epitope is LPPIVAKEI. The TCR CDR3 sequence is CSAIDSYEQYF. Result: 0 (the TCR does not bind to the epitope). (3) The epitope is YFPLQSYGF. The TCR CDR3 sequence is CASSVRSSMNTEAFF. Result: 0 (the TCR does not bind to the epitope). (4) Result: 1 (the TCR binds to the epitope). The epitope is FLNGSCGSV. The TCR CDR3 sequence is CASSQDWSSVGTDTQYF. (5) The epitope is ILHCANFNV. The TCR CDR3 sequence is CASSEGGVDYGYTF. Result: 1 (the TCR binds to the epitope). (6) The epitope is VTEHDTLLY. The TCR CDR3 sequence is CASSLEGSTDTQYF. Result: 1 (the TCR binds to the epitope). (7) The epitope is LLWNGPMAV. The TCR CDR3 sequence is CASSLARGFSDHTQYF. Result: 0 (the TCR does not bind to the epitope). (8) The epitope is QYDPVAALF. The TCR CDR3 sequence is CASSVRSSMNTEAFF. Result: 1 (the TCR binds to the epitope).